This data is from Reaction yield outcomes from USPTO patents with 853,638 reactions. The task is: Predict the reaction yield, written as a fraction of the theoretical maximum amount of product (1.0 means a 100% yield; for example, 0.34 means a 34% yield). (1) The reactants are C([O-])(O)=O.[Na+].O.[CH2:7]([O:14][C:15]([NH:17][C@@H:18]([C:22]([SH:25])([CH3:24])[CH3:23])[C:19]([OH:21])=[O:20])=[O:16])[C:8]1[CH:13]=[CH:12][CH:11]=[CH:10][CH:9]=1.F[C:27]1[CH:32]=[CH:31][CH:30]=[CH:29][C:28]=1[N+:33]([O-:35])=[O:34]. The catalyst is CCO. The product is [CH2:7]([O:14][C:15]([NH:17][C@@H:18]([C:22]([CH3:23])([S:25][C:27]1[CH:32]=[CH:31][CH:30]=[CH:29][C:28]=1[N+:33]([O-:35])=[O:34])[CH3:24])[C:19]([OH:21])=[O:20])=[O:16])[C:8]1[CH:9]=[CH:10][CH:11]=[CH:12][CH:13]=1. The yield is 0.672. (2) The reactants are [NH2:1][C:2]1[CH:10]=[CH:9][CH:8]=[C:7]([N+:11]([O-:13])=[O:12])[C:3]=1[C:4]([OH:6])=[O:5].[C:14](OC(=O)C)(=O)[CH3:15]. No catalyst specified. The product is [CH3:14][C:15]1[O:5][C:4](=[O:6])[C:3]2[C:7]([N+:11]([O-:13])=[O:12])=[CH:8][CH:9]=[CH:10][C:2]=2[N:1]=1. The yield is 0.850. (3) The reactants are [CH2:1]([C:3]1[CH:17]=[CH:16][C:6]([O:7][C:8]2[CH:14]=[CH:13][C:11]([NH2:12])=[CH:10][C:9]=2[F:15])=[C:5]([O:18][CH3:19])[CH:4]=1)[CH3:2].[CH:20](=O)[C:21]1[CH:26]=[CH:25][CH:24]=[N:23][CH:22]=1.[BH4-].[Na+]. The catalyst is CO. The product is [CH2:1]([C:3]1[CH:17]=[CH:16][C:6]([O:7][C:8]2[CH:14]=[CH:13][C:11]([NH:12][CH2:20][C:21]3[CH:22]=[N:23][CH:24]=[CH:25][CH:26]=3)=[CH:10][C:9]=2[F:15])=[C:5]([O:18][CH3:19])[CH:4]=1)[CH3:2]. The yield is 0.460. (4) The reactants are C([NH:4]/[N:5]=[CH:6]/[C:7]1[N:17]=[CH:16][CH:15]=[C:14]([Cl:18])[C:8]=1[C:9](OCC)=[O:10])(=O)C.[OH-].[Na+]. The catalyst is O1CCOCC1. The product is [Cl:18][C:14]1[C:8]2[C:9](=[O:10])[NH:4][N:5]=[CH:6][C:7]=2[N:17]=[CH:16][CH:15]=1. The yield is 0.730.